Dataset: Catalyst prediction with 721,799 reactions and 888 catalyst types from USPTO. Task: Predict which catalyst facilitates the given reaction. (1) The catalyst class is: 5. Product: [C:21]([O:11][CH2:10][CH2:9][C:8]([CH3:7])([CH:18]=[CH2:19])[C:12]([CH3:17])([CH3:16])[CH2:13][CH:14]=[CH2:15])(=[O:22])[CH3:20]. Reactant: C([O-])([O-])=O.[K+].[K+].[CH3:7][C:8]([CH:18]=[CH2:19])([C:12]([CH3:17])([CH3:16])[CH2:13][CH:14]=[CH2:15])[CH2:9][CH2:10][OH:11].[CH3:20][CH2:21][O:22]C(C)=O.C(Cl)Cl. (2) Reactant: C[O:2][C:3](=O)[C:4]1[CH:9]=[CH:8][C:7]([C@@H:10]([NH:12][C:13]([CH:15]2[CH2:17][CH2:16]2)=[O:14])[CH3:11])=[CH:6][CH:5]=1.[Li]. Product: [CH:3]([C:4]1[CH:9]=[CH:8][C:7]([C@@H:10]([NH:12][C:13]([CH:15]2[CH2:17][CH2:16]2)=[O:14])[CH3:11])=[CH:6][CH:5]=1)=[O:2]. The catalyst class is: 1.